The task is: Predict the product of the given reaction.. This data is from Forward reaction prediction with 1.9M reactions from USPTO patents (1976-2016). (1) Given the reactants [C:1]1([C:7]2[CH:8]=[C:9]3[N:15]=[C:14]([CH2:16][CH2:17][CH:18]4[NH:24][C:23](=[O:25])[CH2:22][CH2:21][CH2:20][CH2:19]4)[NH:13][C:10]3=[N:11][CH:12]=2)[CH:6]=[CH:5][CH:4]=[CH:3][CH:2]=1.BrC1C=C2N=C(CCC3NC(=O)CCCC3)NC2=NC=1.[CH3:46][N:47]([CH3:66])[S:48](C1C=CC(B2OC(C)(C)C(C)(C)O2)=CC=1)(=[O:50])=[O:49], predict the reaction product. The product is: [CH3:46][N:47]([CH3:66])[S:48]([C:4]1[CH:3]=[CH:2][C:1]([C:7]2[CH:8]=[C:9]3[N:15]=[C:14]([CH2:16][CH2:17][CH:18]4[CH2:19][CH2:20][CH2:21][CH2:22][C:23](=[O:25])[NH:24]4)[NH:13][C:10]3=[N:11][CH:12]=2)=[CH:6][CH:5]=1)(=[O:50])=[O:49]. (2) The product is: [ClH:6].[F:1][C:2]1[CH:10]=[CH:9][CH:8]=[C:7]([F:11])[C:3]=1[C:4]([NH:26][C:22]1[CH:23]=[CH:24][CH:25]=[C:20]([O:19][CH:16]2[CH2:17][CH2:18][N:13]([CH3:12])[CH2:14][CH2:15]2)[CH:21]=1)=[O:5]. Given the reactants [F:1][C:2]1[CH:10]=[CH:9][CH:8]=[C:7]([F:11])[C:3]=1[C:4]([Cl:6])=[O:5].[CH3:12][N:13]1[CH2:18][CH2:17][CH:16]([O:19][C:20]2[CH:21]=[C:22]([NH2:26])[CH:23]=[CH:24][CH:25]=2)[CH2:15][CH2:14]1, predict the reaction product. (3) Given the reactants [F:1][C:2]1([F:58])[C:6]2[N:7]([CH2:14][C:15]([NH:17][C@H:18]([C:28]3[C:33]([C:34]4[CH:35]=[CH:36][CH:37]=[C:38]5[C:42]=4[N:41]([CH3:43])[N:40]=[C:39]5[NH:44][S:45]([CH3:48])(=[O:47])=[O:46])=[CH:32][CH:31]=[C:30]([C:49]#[C:50]C4(O)CCOC4)[N:29]=3)[CH2:19][C:20]3[CH:25]=[C:24]([F:26])[CH:23]=[C:22]([F:27])[CH:21]=3)=[O:16])[N:8]=[C:9]([C:10]([F:13])([F:12])[F:11])[C:5]=2[C@H:4]2[CH2:57][C@@H:3]12.[CH3:59][N:60]1[CH2:65][CH2:64][N:63]([CH2:66]C#C)[CH2:62][CH2:61]1, predict the reaction product. The product is: [F:1][C:2]1([F:58])[C:6]2[N:7]([CH2:14][C:15]([NH:17][C@H:18]([C:28]3[C:33]([C:34]4[CH:35]=[CH:36][CH:37]=[C:38]5[C:42]=4[N:41]([CH3:43])[N:40]=[C:39]5[NH:44][S:45]([CH3:48])(=[O:46])=[O:47])=[CH:32][CH:31]=[C:30]([C:49]#[C:50][CH2:59][N:60]4[CH2:65][CH2:64][N:63]([CH3:66])[CH2:62][CH2:61]4)[N:29]=3)[CH2:19][C:20]3[CH:21]=[C:22]([F:27])[CH:23]=[C:24]([F:26])[CH:25]=3)=[O:16])[N:8]=[C:9]([C:10]([F:11])([F:13])[F:12])[C:5]=2[C@H:4]2[CH2:57][C@@H:3]12. (4) Given the reactants [NH2:1][C:2]([C:4]1[CH:5]=[C:6]([CH:11]=[C:12]([C:14]([N:16]([CH2:20][CH2:21][CH3:22])[CH2:17][CH2:18][CH3:19])=[O:15])[CH:13]=1)[C:7]([O:9]C)=[O:8])=[O:3].[OH-].[Na+].Cl.O, predict the reaction product. The product is: [NH2:1][C:2]([C:4]1[CH:5]=[C:6]([CH:11]=[C:12]([C:14]([N:16]([CH2:20][CH2:21][CH3:22])[CH2:17][CH2:18][CH3:19])=[O:15])[CH:13]=1)[C:7]([OH:9])=[O:8])=[O:3]. (5) The product is: [C:35]([NH:19][C:16]1[CH:17]=[CH:18][C:13]([CH2:12][N:11]([C@H:20]([CH2:24][CH:25]([CH3:27])[CH3:26])[C:21]([NH2:23])=[O:22])[S:8]([C:5]2[CH:4]=[CH:3][C:2]([Cl:1])=[CH:7][CH:6]=2)(=[O:9])=[O:10])=[CH:14][CH:15]=1)(=[O:37])[CH3:36]. Given the reactants [Cl:1][C:2]1[CH:7]=[CH:6][C:5]([S:8]([N:11]([C@H:20]([CH2:24][CH:25]([CH3:27])[CH3:26])[C:21]([NH2:23])=[O:22])[CH2:12][C:13]2[CH:18]=[CH:17][C:16]([NH2:19])=[CH:15][CH:14]=2)(=[O:10])=[O:9])=[CH:4][CH:3]=1.CCN(CC)CC.[C:35](Cl)(=[O:37])[CH3:36], predict the reaction product. (6) Given the reactants N(C(OC(C)C)=O)=NC(OC(C)C)=O.[Br:15][C:16]1[CH:21]=[C:20]([NH:22][S:23]([C:26]2[CH:31]=[CH:30][C:29]([CH3:32])=[CH:28][CH:27]=2)(=[O:25])=[O:24])[C:19]([NH:33][C@@H:34]([CH3:37])[CH2:35]O)=[CH:18][N:17]=1.C1(P(C2C=CC=CC=2)C2C=CC=CC=2)C=CC=CC=1, predict the reaction product. The product is: [Br:15][C:16]1[N:17]=[CH:18][C:19]2[NH:33][C@@H:34]([CH3:37])[CH2:35][N:22]([S:23]([C:26]3[CH:31]=[CH:30][C:29]([CH3:32])=[CH:28][CH:27]=3)(=[O:25])=[O:24])[C:20]=2[CH:21]=1. (7) Given the reactants [CH3:1][N:2]([P:4](=[N:11]P(=O)([N:11]=[P:4]([N:5]([CH3:7])[CH3:6])([N:8]([CH3:10])[CH3:9])[N:2]([CH3:1])[CH3:3])[N:11]=[P:4]([N:5]([CH3:7])[CH3:6])([N:8]([CH3:10])[CH3:9])[N:2]([CH3:1])[CH3:3])([N:8]([CH3:10])[CH3:9])[N:5]([CH3:7])[CH3:6])[CH3:3].N=P(N(C)C)(N(C)C)N(C)C.O=P(Cl)(Cl)[Cl:49].Cl, predict the reaction product. The product is: [Cl-:49].[NH2:11][P+:4]([N:2]([CH3:3])[CH3:1])([N:8]([CH3:10])[CH3:9])[N:5]([CH3:7])[CH3:6]. (8) Given the reactants [O:1]1[C@H:3]2[CH2:4][C@@:5]3([CH3:35])[CH:9]([CH:10]4[CH2:11][C@H:12]([F:21])[C:13]5[C@@:18]([CH3:19])([C@:2]124)[CH:17]=[CH:16][C:15](=[O:20])[CH:14]=5)[CH2:8][C@@H:7]([CH3:22])[C@:6]3([O:26][C:27]([C:29]1[S:30][CH:31]=[CH:32][C:33]=1[CH3:34])=[O:28])[C:23]([OH:25])=[O:24].[CH2:36]1CCN2C(=NCCC2)CC1.S(OC)(OC)(=O)=O, predict the reaction product. The product is: [O:1]1[C@H:3]2[CH2:4][C@@:5]3([CH3:35])[CH:9]([CH:10]4[CH2:11][C@H:12]([F:21])[C:13]5[C@@:18]([CH3:19])([C@:2]124)[CH:17]=[CH:16][C:15](=[O:20])[CH:14]=5)[CH2:8][C@@H:7]([CH3:22])[C@:6]3([O:26][C:27]([C:29]1[S:30][CH:31]=[CH:32][C:33]=1[CH3:34])=[O:28])[C:23]([O:25][CH3:36])=[O:24]. (9) Given the reactants C[O:2][C:3](=[O:19])[CH:4]=[CH:5][C:6]1[CH:11]=[CH:10][C:9]([C:12]([F:15])([F:14])[F:13])=[CH:8][C:7]=1[CH2:16][CH2:17][CH3:18].[Li+].[OH-], predict the reaction product. The product is: [CH2:16]([C:7]1[CH:8]=[C:9]([C:12]([F:13])([F:15])[F:14])[CH:10]=[CH:11][C:6]=1[CH:5]=[CH:4][C:3]([OH:19])=[O:2])[CH2:17][CH3:18]. (10) Given the reactants [B:10]1([B:10]2[O:14][C:13]([CH3:16])([CH3:15])[C:12]([CH3:18])([CH3:17])[O:11]2)[O:14][C:13]([CH3:16])([CH3:15])[C:12]([CH3:18])([CH3:17])[O:11]1.[C:19]([O-:22])(=O)[CH3:20].[K+].ClCCl.C[N:28]([CH3:31])C=O, predict the reaction product. The product is: [CH3:16][C:13]1([CH3:15])[C:12]([CH3:17])([CH3:18])[O:11][B:10]([C:12]2[CH:17]=[CH:20][C:19]([O:22][CH2:13][CH2:12][CH2:17][C:31]#[N:28])=[CH:15][CH:13]=2)[O:14]1.